Dataset: Peptide-MHC class II binding affinity with 134,281 pairs from IEDB. Task: Regression. Given a peptide amino acid sequence and an MHC pseudo amino acid sequence, predict their binding affinity value. This is MHC class II binding data. The peptide sequence is IDLNVLLSAAINFFL. The MHC is DRB1_1302 with pseudo-sequence DRB1_1302. The binding affinity (normalized) is 0.675.